The task is: Regression. Given a peptide amino acid sequence and an MHC pseudo amino acid sequence, predict their binding affinity value. This is MHC class II binding data.. This data is from Peptide-MHC class II binding affinity with 134,281 pairs from IEDB. The binding affinity (normalized) is 0.143. The peptide sequence is ASLVMLLVHYAIIGP. The MHC is DRB1_0101 with pseudo-sequence DRB1_0101.